From a dataset of Forward reaction prediction with 1.9M reactions from USPTO patents (1976-2016). Predict the product of the given reaction. (1) Given the reactants I[C:2]1[CH:29]=[CH:28][C:5]2[N:6]([CH2:9][C:10]3[CH:15]=[CH:14][C:13]([O:16][CH2:17][C:18]4[CH:19]=[N:20][C:21]([O:24][CH3:25])=[CH:22][CH:23]=4)=[C:12]([O:26][CH3:27])[CH:11]=3)[CH:7]=[N:8][C:4]=2[CH:3]=1.CC1(C)C(C)(C)OB([C:38]2[CH:39]=[N:40][CH:41]=[N:42][CH:43]=2)O1.P([O-])([O-])([O-])=O.[K+].[K+].[K+], predict the reaction product. The product is: [CH3:27][O:26][C:12]1[CH:11]=[C:10]([CH:15]=[CH:14][C:13]=1[O:16][CH2:17][C:18]1[CH:19]=[N:20][C:21]([O:24][CH3:25])=[CH:22][CH:23]=1)[CH2:9][N:6]1[C:5]2[CH:28]=[CH:29][C:2]([C:38]3[CH:39]=[N:40][CH:41]=[N:42][CH:43]=3)=[CH:3][C:4]=2[N:8]=[CH:7]1. (2) Given the reactants C(CN[C:5]([C@@H:7]1[CH2:11][C@@H:10](S(C2C=CC=CC=2)(=O)=O)[CH2:9][C@H:8]1[C:21](N1CCOCC1)=[O:22])=[O:6])#N.Cl.CN(C)CCCN=C=NCC.[OH:41][C:42]1[C:50]2N=NNC=2C=CC=1.C(N(C(C)C)C(C)C)C.Cl.[F:61][C:62]1([F:66])[CH2:65][NH:64][CH2:63]1.CN(C)C=[O:70], predict the reaction product. The product is: [CH2:42]([O:41][C:21]([C@@H:8]1[CH2:9][C:10](=[O:70])[CH2:11][C@H:7]1[C:5]([N:64]1[CH2:65][C:62]([F:66])([F:61])[CH2:63]1)=[O:6])=[O:22])[CH3:50]. (3) Given the reactants ClCCl.[C:4]([N:8]1[CH2:13][CH2:12][C:11](=O)[CH2:10][CH2:9]1)([CH3:7])([CH3:6])[CH3:5].[CH2:15]([NH2:22])[C:16]1[CH:21]=[CH:20][CH:19]=[CH:18][CH:17]=1.C(O[BH-](OC(=O)C)OC(=O)C)(=O)C.[Na+], predict the reaction product. The product is: [CH2:15]([NH:22][CH:11]1[CH2:12][CH2:13][N:8]([C:4]([CH3:7])([CH3:6])[CH3:5])[CH2:9][CH2:10]1)[C:16]1[CH:21]=[CH:20][CH:19]=[CH:18][CH:17]=1.